Task: Predict the reactants needed to synthesize the given product.. Dataset: Full USPTO retrosynthesis dataset with 1.9M reactions from patents (1976-2016) (1) Given the product [F:1][C:2]1[CH:30]=[CH:29][C:5]([CH2:6][N:7]2[CH2:12][CH2:11][CH2:10][CH2:9][C@@H:8]2[C:13]([NH:15][C:16]2([C:19]3[CH:28]=[CH:27][C:22]([C:23]([O-:25])=[O:24])=[CH:21][CH:20]=3)[CH2:18][CH2:17]2)=[O:14])=[CH:4][C:3]=1[C:31]([F:34])([F:32])[F:33].[Li+:36], predict the reactants needed to synthesize it. The reactants are: [F:1][C:2]1[CH:30]=[CH:29][C:5]([CH2:6][N:7]2[CH2:12][CH2:11][CH2:10][CH2:9][C@@H:8]2[C:13]([NH:15][C:16]2([C:19]3[CH:28]=[CH:27][C:22]([C:23]([O:25]C)=[O:24])=[CH:21][CH:20]=3)[CH2:18][CH2:17]2)=[O:14])=[CH:4][C:3]=1[C:31]([F:34])([F:33])[F:32].O[Li:36].O. (2) Given the product [Br:33][C:27]1[CH:28]=[CH:29][CH:30]=[C:31]2[C:26]=1[N:25]=[CH:24][C:23]([NH:22][S:18]([C:15]1[CH:16]=[N:17][C:12]([CH2:10][CH3:11])=[CH:13][CH:14]=1)(=[O:20])=[O:19])=[CH:32]2, predict the reactants needed to synthesize it. The reactants are: N1C=CC=CC=1.C(Cl)Cl.[CH2:10]([C:12]1[N:17]=[CH:16][C:15]([S:18](Cl)(=[O:20])=[O:19])=[CH:14][CH:13]=1)[CH3:11].[NH2:22][C:23]1[CH:24]=[N:25][C:26]2[C:31]([CH:32]=1)=[CH:30][CH:29]=[CH:28][C:27]=2[Br:33]. (3) Given the product [S:1]1[C:5]2[CH:6]=[C:7]([N:10]3[CH2:14][CH2:13][N:12]([C:17]4[CH:18]=[N:19][CH:20]=[CH:21][C:22]=4[CH:23]=[O:24])[C:11]3=[O:15])[CH:8]=[CH:9][C:4]=2[N:3]=[CH:2]1, predict the reactants needed to synthesize it. The reactants are: [S:1]1[C:5]2[CH:6]=[C:7]([N:10]3[CH2:14][CH2:13][NH:12][C:11]3=[O:15])[CH:8]=[CH:9][C:4]=2[N:3]=[CH:2]1.Br[C:17]1[CH:18]=[N:19][CH:20]=[CH:21][C:22]=1[CH:23]=[O:24].N[C@@H]1CCCC[C@H]1N.P([O-])([O-])([O-])=O.[K+].[K+].[K+]. (4) Given the product [CH3:10][O:9][C:7]([CH2:6][CH2:5][CH2:4][CH2:3][CH2:2][CH:11]([P:12]([O:13][CH3:14])(=[O:15])[O:16][CH3:17])[P:18]([O:22][CH3:23])(=[O:21])[O:19][CH3:20])=[O:8], predict the reactants needed to synthesize it. The reactants are: Cl[CH2:2][CH2:3][CH2:4][CH2:5][CH2:6][C:7]([O:9][CH3:10])=[O:8].[CH2:11]([P:18]([O:22][CH3:23])(=[O:21])[O:19][CH3:20])[P:12]([O:16][CH3:17])(=[O:15])[O:13][CH3:14]. (5) Given the product [Cl:32][C:28]1[CH:27]=[C:26]2[C:31]([C:22]([O:20][C:8]3[C:9]([C:13]4[CH:18]=[CH:17][C:16]([CH3:19])=[CH:15][N:14]=4)=[N:10][C:11]([CH3:12])=[C:6]([CH3:5])[CH:7]=3)=[CH:23][CH:24]=[N:25]2)=[CH:30][CH:29]=1, predict the reactants needed to synthesize it. The reactants are: CS(C)=O.[CH3:5][C:6]1[CH:7]=[C:8]([OH:20])[C:9]([C:13]2[CH:18]=[CH:17][C:16]([CH3:19])=[CH:15][N:14]=2)=[N:10][C:11]=1[CH3:12].Cl[C:22]1[C:31]2[C:26](=[CH:27][C:28]([Cl:32])=[CH:29][CH:30]=2)[N:25]=[CH:24][CH:23]=1.C(=O)([O-])[O-].[Cs+].[Cs+].